Task: Predict the reactants needed to synthesize the given product.. Dataset: Full USPTO retrosynthesis dataset with 1.9M reactions from patents (1976-2016) (1) The reactants are: N[C:2]1[S:3][C:4]2[CH:10]=[CH:9][C:8]([C:11]([OH:16])([CH2:14][CH3:15])[CH2:12][CH3:13])=[CH:7][C:5]=2[N:6]=1.N(OCCC(C)C)=O. Given the product [S:3]1[C:4]2[CH:10]=[CH:9][C:8]([C:11]([OH:16])([CH2:14][CH3:15])[CH2:12][CH3:13])=[CH:7][C:5]=2[N:6]=[CH:2]1, predict the reactants needed to synthesize it. (2) Given the product [Br:22][CH2:23][C:13]1[CH:12]=[CH:11][C:14]2[C:15](=[CH:16][CH:17]=[CH:18][CH:19]=2)[CH:33]=1, predict the reactants needed to synthesize it. The reactants are: C(N1[CH2:13][CH2:12][CH:11]([C:14]2[CH:19]=[CH:18][CH:17]=[C:16](O)[CH:15]=2)C(O)C1)C1C=CC=CC=1.[Br:22][CH2:23]CCOC1CCCCO1.[C:33](=O)([O-])[O-].[K+].[K+].C(N1CCC(C2C=CC=C(OCCCOC3CCCCO3)C=2)C(O)C1)C1C=CC=CC=1. (3) Given the product [F:1][CH:2]([F:17])[C:3]1[CH:12]=[C:11]([OH:13])[CH:10]=[CH:9][C:4]=1[C:5]([O:7][CH3:8])=[O:6], predict the reactants needed to synthesize it. The reactants are: [F:1][CH:2]([F:17])[C:3]1[CH:12]=[C:11]([O:13]COC)[CH:10]=[CH:9][C:4]=1[C:5]([O:7][CH3:8])=[O:6].Cl.C(O)C. (4) The reactants are: [CH:1]1([NH:4][C:5](=[O:32])[CH2:6][N:7]2[C:16]3[C:11](=[N:12][CH:13]=[C:14]([CH2:17][C:18]4[CH:23]=[CH:22][C:21]([F:24])=[CH:20][CH:19]=4)[CH:15]=3)[C:10]([OH:25])=[C:9]([C:26](OCC)=[O:27])[C:8]2=[O:31])[CH2:3][CH2:2]1.[CH2:33]([CH2:35][NH2:36])[OH:34]. Given the product [CH:1]1([NH:4][C:5](=[O:32])[CH2:6][N:7]2[C:16]3[C:11](=[N:12][CH:13]=[C:14]([CH2:17][C:18]4[CH:23]=[CH:22][C:21]([F:24])=[CH:20][CH:19]=4)[CH:15]=3)[C:10]([OH:25])=[C:9]([C:26]([NH:36][CH2:35][CH2:33][OH:34])=[O:27])[C:8]2=[O:31])[CH2:2][CH2:3]1, predict the reactants needed to synthesize it.